This data is from Forward reaction prediction with 1.9M reactions from USPTO patents (1976-2016). The task is: Predict the product of the given reaction. Given the reactants [N:1]1[CH:2]=[C:3]([C:10]([OH:12])=O)[N:4]2[CH:9]=[CH:8][CH:7]=[CH:6][C:5]=12.C(Cl)(=O)C(Cl)=O.[NH2:19][C:20]1[CH:21]=[C:22]([CH:25]=[CH:26][C:27]=1[CH3:28])[C:23]#[N:24], predict the reaction product. The product is: [C:23]([C:22]1[CH:25]=[CH:26][C:27]([CH3:28])=[C:20]([NH:19][C:10]([C:3]2[N:4]3[CH:9]=[CH:8][CH:7]=[CH:6][C:5]3=[N:1][CH:2]=2)=[O:12])[CH:21]=1)#[N:24].